From a dataset of TCR-epitope binding with 47,182 pairs between 192 epitopes and 23,139 TCRs. Binary Classification. Given a T-cell receptor sequence (or CDR3 region) and an epitope sequence, predict whether binding occurs between them. (1) The epitope is KLFIRQEEV. The TCR CDR3 sequence is CASSLSVGVNTEAFF. Result: 0 (the TCR does not bind to the epitope). (2) Result: 1 (the TCR binds to the epitope). The epitope is YLNTLTLAV. The TCR CDR3 sequence is CASSAPAQFHEQYF. (3) The epitope is ILHCANFNV. The TCR CDR3 sequence is CASSLYPSGRGDEQFF. Result: 0 (the TCR does not bind to the epitope).